Task: Predict the reaction yield, written as a fraction of the theoretical maximum amount of product (1.0 means a 100% yield; for example, 0.34 means a 34% yield).. Dataset: Reaction yield outcomes from USPTO patents with 853,638 reactions The yield is 0.263. The catalyst is N1C=CC=CC=1.O. The product is [CH:29]1([S:33]([NH:1][C:2]2[CH:3]=[C:4]([C:8]3[C:9]([C:14]([N:16]4[CH2:17][CH2:18][N:19]([C:22]([O:24][C:25]([CH3:28])([CH3:27])[CH3:26])=[O:23])[CH2:20][CH2:21]4)=[O:15])=[CH:10][CH:11]=[CH:12][CH:13]=3)[CH:5]=[CH:6][CH:7]=2)(=[O:35])=[O:34])[CH2:32][CH2:31][CH2:30]1. The reactants are [NH2:1][C:2]1[CH:3]=[C:4]([C:8]2[C:9]([C:14]([N:16]3[CH2:21][CH2:20][N:19]([C:22]([O:24][C:25]([CH3:28])([CH3:27])[CH3:26])=[O:23])[CH2:18][CH2:17]3)=[O:15])=[CH:10][CH:11]=[CH:12][CH:13]=2)[CH:5]=[CH:6][CH:7]=1.[CH:29]1([S:33](Cl)(=[O:35])=[O:34])[CH2:32][CH2:31][CH2:30]1.